Dataset: Catalyst prediction with 721,799 reactions and 888 catalyst types from USPTO. Task: Predict which catalyst facilitates the given reaction. (1) Reactant: [Cl:1][C:2]1[N:7]=[C:6]([NH:8][CH:9]2[CH2:14][CH2:13][CH2:12][CH:11]([NH2:15])[CH2:10]2)[CH:5]=[C:4]([I:16])[CH:3]=1.[CH3:17][S:18](Cl)(=[O:20])=[O:19]. Product: [Cl:1][C:2]1[N:7]=[C:6]([NH:8][CH:9]2[CH2:14][CH2:13][CH2:12][CH:11]([NH:15][S:18]([CH3:17])(=[O:20])=[O:19])[CH2:10]2)[CH:5]=[C:4]([I:16])[CH:3]=1. The catalyst class is: 17. (2) Reactant: [CH2:1]([O:5][C:6]([N:8]([S:45]([C:48]1[CH:53]=[CH:52][C:51]([CH3:54])=[CH:50][CH:49]=1)(=[O:47])=[O:46])[CH2:9][CH2:10][N:11]([S:35]([C:38]1[CH:43]=[CH:42][C:41]([CH3:44])=[CH:40][CH:39]=1)(=[O:37])=[O:36])[CH2:12][CH2:13][N:14]([S:25]([C:28]1[CH:33]=[CH:32][C:31]([CH3:34])=[CH:30][CH:29]=1)(=[O:27])=[O:26])[CH2:15][CH2:16][CH2:17][CH2:18][CH2:19][CH2:20][CH2:21][CH2:22][CH2:23][OH:24])=[O:7])[CH2:2][CH2:3][CH3:4].CCN(CC)CC.[C:62]1([CH3:72])[CH:67]=[CH:66][C:65]([S:68](Cl)(=[O:70])=[O:69])=[CH:64][CH:63]=1. Product: [S:68]([O:24][CH2:23][CH2:22][CH2:21][CH2:20][CH2:19][CH2:18][CH2:17][CH2:16][CH2:15][N:14]([S:25]([C:28]1[CH:33]=[CH:32][C:31]([CH3:34])=[CH:30][CH:29]=1)(=[O:27])=[O:26])[CH2:13][CH2:12][N:11]([S:35]([C:38]1[CH:39]=[CH:40][C:41]([CH3:44])=[CH:42][CH:43]=1)(=[O:36])=[O:37])[CH2:10][CH2:9][N:8]([C:6]([O:5][CH2:1][CH2:2][CH2:3][CH3:4])=[O:7])[S:45]([C:48]1[CH:53]=[CH:52][C:51]([CH3:54])=[CH:50][CH:49]=1)(=[O:46])=[O:47])([C:65]1[CH:66]=[CH:67][C:62]([CH3:72])=[CH:63][CH:64]=1)(=[O:70])=[O:69]. The catalyst class is: 172.